Dataset: Forward reaction prediction with 1.9M reactions from USPTO patents (1976-2016). Task: Predict the product of the given reaction. (1) The product is: [F:18][C:17]1[CH:16]=[CH:15][CH:14]=[C:13]([C:19]2[N:20]=[CH:21][CH:22]=[CH:23][N:24]=2)[C:12]=1[C:10]([N:4]1[CH2:5][CH2:6][CH2:7][C@@H:8]([CH3:9])[C@H:3]1[CH2:2][NH:1][C:26]1[N:31]=[CH:30][C:29]([C:32]([F:35])([F:34])[F:33])=[CH:28][N:27]=1)=[O:11]. Given the reactants [NH2:1][CH2:2][C@@H:3]1[C@H:8]([CH3:9])[CH2:7][CH2:6][CH2:5][N:4]1[C:10]([C:12]1[C:17]([F:18])=[CH:16][CH:15]=[CH:14][C:13]=1[C:19]1[N:24]=[CH:23][CH:22]=[CH:21][N:20]=1)=[O:11].Cl[C:26]1[N:31]=[CH:30][C:29]([C:32]([F:35])([F:34])[F:33])=[CH:28][N:27]=1, predict the reaction product. (2) Given the reactants [CH2:1]([N:8]1[CH2:13][CH2:12][CH:11]([CH2:14][N:15]([C@@H:22]2[CH2:24][C@H:23]2[C:25]2[CH:33]=[CH:32][C:28]([C:29]([OH:31])=[O:30])=[CH:27][CH:26]=2)C(=O)C(F)(F)F)[CH2:10][CH2:9]1)[C:2]1[CH:7]=[CH:6][CH:5]=[CH:4][CH:3]=1.[OH-].[Na+], predict the reaction product. The product is: [CH2:1]([N:8]1[CH2:13][CH2:12][CH:11]([CH2:14][NH:15][C@@H:22]2[CH2:24][C@H:23]2[C:25]2[CH:26]=[CH:27][C:28]([C:29]([OH:31])=[O:30])=[CH:32][CH:33]=2)[CH2:10][CH2:9]1)[C:2]1[CH:7]=[CH:6][CH:5]=[CH:4][CH:3]=1.